From a dataset of hERG potassium channel inhibition data for cardiac toxicity prediction from Karim et al.. Regression/Classification. Given a drug SMILES string, predict its toxicity properties. Task type varies by dataset: regression for continuous values (e.g., LD50, hERG inhibition percentage) or binary classification for toxic/non-toxic outcomes (e.g., AMES mutagenicity, cardiotoxicity, hepatotoxicity). Dataset: herg_karim. (1) The compound is COc1ccc(-c2nnc(C(=O)N3CC(Oc4ccc(CN5CCOCC5)c(OC)c4)C3)o2)cc1. The result is 1 (blocker). (2) The molecule is CN1CCC(COCc2cc(C(F)(F)F)cc(C3(F)CC3)n2)(c2ccc(F)cc2)CC1. The result is 1 (blocker). (3) The molecule is COc1ccc(NC(=O)c2ccc(C(=N)N(C)C)cc2N2CCCCC2)c(C(=O)Nc2ccc(Cl)cn2)c1. The result is 1 (blocker). (4) The molecule is Cc1nccn1C[C@@H]1CCc2c(c3ccccc3n2C)C1=O. The result is 1 (blocker). (5) The compound is CO/N=C(/c1ccc(CN2CCC3(CC2)OCc2cc(F)ncc23)cc1)c1ccc(F)c(F)c1. The result is 1 (blocker). (6) The molecule is COc1nccnc1[C@H](C)C1=C(CCN(C)C)Cc2cc(C)ccc21. The result is 1 (blocker).